Dataset: Reaction yield outcomes from USPTO patents with 853,638 reactions. Task: Predict the reaction yield, written as a fraction of the theoretical maximum amount of product (1.0 means a 100% yield; for example, 0.34 means a 34% yield). (1) The reactants are F[C:2]1[CH:7]=[C:6]([CH2:8][S:9][C:10]2[CH:15]=[CH:14][CH:13]=[CH:12][C:11]=2[C:16]2[O:20][C:19]([NH:21][C:22]3[CH:27]=[CH:26][CH:25]=[CH:24][CH:23]=3)=[N:18][N:17]=2)[CH:5]=[CH:4][N:3]=1.[CH:28]1([NH2:31])[CH2:30][CH2:29]1. No catalyst specified. The yield is 0.0600. The product is [CH:28]1([NH:31][C:2]2[CH:7]=[C:6]([CH2:8][S:9][C:10]3[CH:15]=[CH:14][CH:13]=[CH:12][C:11]=3[C:16]3[O:20][C:19]([NH:21][C:22]4[CH:23]=[CH:24][CH:25]=[CH:26][CH:27]=4)=[N:18][N:17]=3)[CH:5]=[CH:4][N:3]=2)[CH2:30][CH2:29]1. (2) The reactants are [CH3:1][N:2]1[C:8]2[CH:9]=[CH:10][CH:11]=[CH:12][C:7]=2[C:6](=[O:13])[NH:5][CH2:4][C:3]1=[O:14].CC(C)([O-])C.[K+].I[CH2:22][CH2:23][CH2:24][CH3:25].C(OCC)(=O)C.CCCCCC. The catalyst is CN(C)C=O.C(Cl)Cl. The product is [CH2:22]([N:5]1[C:6](=[O:13])[C:7]2[CH:12]=[CH:11][CH:10]=[CH:9][C:8]=2[N:2]([CH3:1])[C:3](=[O:14])[CH2:4]1)[CH2:23][CH2:24][CH3:25]. The yield is 0.900. (3) The reactants are [CH3:1][C@H:2]1[C@H:11]2[C@@:6]([C:13]3[CH:18]=[CH:17][CH:16]=[CH:15][CH:14]=3)([C:7](=[O:12])[CH2:8][CH2:9][CH2:10]2)[CH2:5][CH2:4][C:3]21[O:22][CH2:21][CH2:20][O:19]2.[CH:23](OCC)=[O:24].CC(C)([O-])C.[K+].OP([O-])(O)=O.[K+]. The catalyst is O1CCCC1. The product is [OH:24]/[CH:23]=[C:8]1\[C:7](=[O:12])[C@:6]2([C:13]3[CH:18]=[CH:17][CH:16]=[CH:15][CH:14]=3)[C@@H:11]([CH2:10][CH2:9]\1)[C@H:2]([CH3:1])[C:3]1([O:19][CH2:20][CH2:21][O:22]1)[CH2:4][CH2:5]2. The yield is 0.930. (4) The reactants are [Cl:1][C:2]1[CH:7]=[C:6]([Cl:8])[CH:5]=[CH:4][C:3]=1[CH2:9][CH2:10][NH:11][C:12]1[N:17]=[C:16]([O:18][CH3:19])[N:15]=[C:14]([C:20]2[CH:21]=[C:22]([OH:26])[CH:23]=[CH:24][CH:25]=2)[CH:13]=1.Br[C:28]([CH3:35])([CH3:34])[C:29]([O:31][CH2:32][CH3:33])=[O:30]. The catalyst is C(#N)C. The product is [CH2:32]([O:31][C:29](=[O:30])[C:28]([O:26][C:22]1[CH:23]=[CH:24][CH:25]=[C:20]([C:14]2[CH:13]=[C:12]([NH:11][CH2:10][CH2:9][C:3]3[CH:4]=[CH:5][C:6]([Cl:8])=[CH:7][C:2]=3[Cl:1])[N:17]=[C:16]([O:18][CH3:19])[N:15]=2)[CH:21]=1)([CH3:35])[CH3:34])[CH3:33]. The yield is 0.370. (5) The reactants are [CH3:1][C:2]1[CH:7]=[CH:6][CH:5]=[CH:4][C:3]=1B(O)O.[C:11]1([C:17]2[CH:22]=[CH:21][C:20](Br)=[CH:19][N:18]=2)[CH:16]=[CH:15][CH:14]=[CH:13][CH:12]=1.[O-]P([O-])([O-])=O.[K+].[K+].[K+].C1(C)C=CC=CC=1. The catalyst is C1C=CC(/C=C/C(/C=C/C2C=CC=CC=2)=O)=CC=1.C1C=CC(/C=C/C(/C=C/C2C=CC=CC=2)=O)=CC=1.C1C=CC(/C=C/C(/C=C/C2C=CC=CC=2)=O)=CC=1.[Pd].[Pd].C1(P(C2CCCCC2)C2C=CC=CC=2C2C(OC)=CC=CC=2OC)CCCCC1.O. The product is [C:11]1([C:17]2[CH:22]=[CH:21][C:20]([C:4]3[CH:3]=[C:2]([CH3:1])[CH:7]=[CH:6][CH:5]=3)=[CH:19][N:18]=2)[CH:16]=[CH:15][CH:14]=[CH:13][CH:12]=1. The yield is 0.780. (6) The reactants are [CH:1]1([N:7]2[C:11]3[CH:12]=[CH:13][C:14]([C:16]([OH:18])=[O:17])=[CH:15][C:10]=3[N:9]=[C:8]2[C:19]2[CH:20]=[C:21]3[C:26](=[CH:27][CH:28]=2)[N:25]=[C:24]([C:29]2[CH:34]=[CH:33][CH:32]=[CH:31][CH:30]=2)[CH:23]=N3)[CH2:6][CH2:5][CH2:4][CH2:3][CH2:2]1.[CH3:35]O. The catalyst is [Pt]=O. The product is [CH:1]1([N:7]2[C:11]3[CH:12]=[CH:13][C:14]([C:16]([OH:18])=[O:17])=[CH:15][C:10]=3[N:9]=[C:8]2[C:19]2[CH:20]=[C:21]3[C:26](=[CH:27][CH:28]=2)[NH:25][CH:24]([C:29]2[CH:34]=[CH:33][CH:32]=[CH:31][CH:30]=2)[CH2:23][CH2:35]3)[CH2:2][CH2:3][CH2:4][CH2:5][CH2:6]1. The yield is 0.370. (7) The reactants are [C:1](=[O:23])(OC1C=CC([N+]([O-])=O)=CC=1)[O:2][CH2:3][C:4]1[CH:9]=[CH:8][C:7]([N:10]=[N+:11]=[N-:12])=[CH:6][CH:5]=1.[NH:24]([C:33]([O:35][C:36]([CH3:39])([CH3:38])[CH3:37])=[O:34])[C@H:25]([C:30]([OH:32])=[O:31])[CH2:26][CH2:27][CH2:28][NH2:29].C(=O)(O)[O-].[Na+].S(=O)(=O)(O)[O-].[K+]. The catalyst is O1CCOCC1.C(OCC)(=O)C.O. The yield is 0.890. The product is [N:10]([C:7]1[CH:6]=[CH:5][C:4]([CH2:3][O:2][C:1]([NH:29][CH2:28][CH2:27][CH2:26][C@H:25]([NH:24][C:33]([O:35][C:36]([CH3:39])([CH3:38])[CH3:37])=[O:34])[C:30]([OH:32])=[O:31])=[O:23])=[CH:9][CH:8]=1)=[N+:11]=[N-:12]. (8) The reactants are [Br:1]Br.[CH3:3][C:4]1([CH3:16])[C:8](=[O:9])[C:7]2[C:10]([CH3:15])=[CH:11][C:12]([CH3:14])=[CH:13][C:6]=2[O:5]1.C([O-])(=O)C.[Na+].S([O-])([O-])=O.[Na+].[Na+]. The catalyst is C(OCC)(=O)C.C(#N)C. The product is [Br:1][C:11]1[C:12]([CH3:14])=[CH:13][C:6]2[O:5][C:4]([CH3:16])([CH3:3])[C:8](=[O:9])[C:7]=2[C:10]=1[CH3:15]. The yield is 0.610. (9) The catalyst is C1COCC1. The reactants are N(CC[S:6][CH3:7])=[N+]=[N-].C1(P(C2C=CC=CC=2)C2C=CC=CC=2)C=CC=CC=1.O.C([N:30]([CH2:33][CH3:34])[CH2:31][CH3:32])C.ClCC(Cl)=[O:38].[C:40]([O-:43])(=[S:42])[CH3:41].[K+]. The yield is 0.670. The product is [CH3:7][S:6][N:30]([CH2:31][CH3:32])[C:33]([CH2:34][S:42][C:40](=[O:43])[CH3:41])=[O:38].